This data is from Reaction yield outcomes from USPTO patents with 853,638 reactions. The task is: Predict the reaction yield, written as a fraction of the theoretical maximum amount of product (1.0 means a 100% yield; for example, 0.34 means a 34% yield). (1) The reactants are FC(F)(F)C1C=CC(CBr)=CC=1.Br[CH2:14][C:15]1[C:16]([CH3:26])=[N:17][O:18][C:19]=1[C:20]1[CH:25]=[CH:24][CH:23]=[CH:22][CH:21]=1.[CH3:27][C:28]1[N:29]=[C:30]([N:38]2[CH2:42][CH2:41][NH:40][C:39]2=[O:43])[S:31][C:32]=1[C:33]([O:35][CH2:36][CH3:37])=[O:34]. No catalyst specified. The product is [CH3:27][C:28]1[N:29]=[C:30]([N:38]2[CH2:42][CH2:41][N:40]([CH2:14][C:15]3[C:16]([CH3:26])=[N:17][O:18][C:19]=3[C:20]3[CH:25]=[CH:24][CH:23]=[CH:22][CH:21]=3)[C:39]2=[O:43])[S:31][C:32]=1[C:33]([O:35][CH2:36][CH3:37])=[O:34]. The yield is 0.870. (2) The reactants are [CH2:1]([N:5]1[CH:10]=[CH:9][C:8]([CH3:12])([CH3:11])[CH2:7][CH2:6]1)[CH:2]([CH3:4])[CH3:3].C(N(CC)CC)C.[Br:20][CH2:21][CH2:22][CH2:23][CH2:24][CH2:25][C:26](Cl)=[O:27].C(=O)([O-])[O-].[Na+].[Na+]. The catalyst is C(Cl)Cl.C(OCC)C. The product is [Br:20][CH2:21][CH2:22][CH2:23][CH2:24][CH2:25][C:26]([CH:9]1[C:8]([CH3:12])([CH3:11])[CH:7]=[CH:6][N:5]([CH2:1][CH:2]([CH3:4])[CH3:3])[CH2:10]1)=[O:27]. The yield is 0.850. (3) The reactants are [F:1][C:2]1[CH:7]=[CH:6][C:5]([NH:8][C:9](=[O:18])[CH:10]=[CH:11]C2C=CC=CC=2)=[CH:4][CH:3]=1.[Cl-:19].[Cl-].[Cl-].[Al+3]. No catalyst specified. The product is [ClH:19].[F:1][C:2]1[CH:3]=[C:4]2[C:5](=[CH:6][CH:7]=1)[NH:8][C:9](=[O:18])[CH:10]=[CH:11]2. The yield is 0.0500. (4) The reactants are [C:1]([C:5]1[CH:6]=[C:7]2[C:12](=[C:13]([F:15])[CH:14]=1)[C:11](=[O:16])[N:10]([C:17]1[N:24]=[CH:23][CH:22]=[C:21]([C:25]3[CH:30]=[C:29]([NH:31][C:32]4[CH:37]=[CH:36][C:35]([N:38]5[CH2:43][CH2:42][N:41]([CH:44]6[CH2:47][O:46][CH2:45]6)[CH2:40][C@@H:39]5[CH2:48][CH3:49])=[CH:34][N:33]=4)[C:28](=[O:50])[N:27]([CH3:51])[CH:26]=3)[C:18]=1[CH:19]=[O:20])[N:9]=[CH:8]2)([CH3:4])([CH3:3])[CH3:2].[BH4-].[Na+]. The catalyst is CO. The product is [C:1]([C:5]1[CH:6]=[C:7]2[C:12](=[C:13]([F:15])[CH:14]=1)[C:11](=[O:16])[N:10]([C:17]1[C:18]([CH2:19][OH:20])=[C:21]([C:25]3[CH:30]=[C:29]([NH:31][C:32]4[CH:37]=[CH:36][C:35]([N:38]5[CH2:43][CH2:42][N:41]([CH:44]6[CH2:47][O:46][CH2:45]6)[CH2:40][C@@H:39]5[CH2:48][CH3:49])=[CH:34][N:33]=4)[C:28](=[O:50])[N:27]([CH3:51])[CH:26]=3)[CH:22]=[CH:23][N:24]=1)[N:9]=[CH:8]2)([CH3:3])([CH3:2])[CH3:4]. The yield is 0.500. (5) The reactants are [Br:1][C:2]1[CH:7]=[CH:6][CH:5]=[CH:4][C:3]=1[N:8]=[C:9]=[O:10].[C:11]([C:15]1[CH:22]=[CH:21][C:18]([CH2:19][NH2:20])=[CH:17][CH:16]=1)([CH3:14])([CH3:13])[CH3:12].[C:23](Cl)(=[O:28])[CH2:24][C:25](Cl)=[O:26]. The catalyst is ClCCl. The product is [Br:1][C:2]1[CH:7]=[CH:6][CH:5]=[CH:4][C:3]=1[N:8]1[C:25](=[O:26])[CH2:24][C:23](=[O:28])[N:20]([CH2:19][C:18]2[CH:17]=[CH:16][C:15]([C:11]([CH3:14])([CH3:12])[CH3:13])=[CH:22][CH:21]=2)[C:9]1=[O:10]. The yield is 0.720. (6) The reactants are [F:1][C:2]1[CH:39]=[CH:38][CH:37]=[CH:36][C:3]=1[O:4][C:5]1[CH:10]=[CH:9][C:8]([C:11]2[C:12]([CH2:22][N:23]([CH3:35])[CH2:24][CH2:25][N:26](C)[C:27](=O)OC(C)(C)C)=[N:13][N:14](C3CCCCO3)[CH:15]=2)=[CH:7][CH:6]=1.O.[C:41]([OH:47])([C:43]([F:46])([F:45])[F:44])=[O:42].CC#N. The catalyst is Cl. The product is [F:44][C:43]([F:46])([F:45])[C:41]([OH:47])=[O:42].[F:1][C:2]1[CH:39]=[CH:38][CH:37]=[CH:36][C:3]=1[O:4][C:5]1[CH:6]=[CH:7][C:8]([C:11]2[C:12]([CH2:22][N:23]([CH3:35])[CH2:24][CH2:25][NH:26][CH3:27])=[N:13][NH:14][CH:15]=2)=[CH:9][CH:10]=1. The yield is 0.310. (7) The reactants are [O-]CC.[Na+].Cl.[C:6]([NH2:9])(=[NH:8])[CH3:7].O=[C:11]1[CH:16]([C:17](=O)[C:18]([F:21])([F:20])[F:19])[CH2:15][CH2:14][N:13]([C:23]([O:25][C:26]([CH3:29])([CH3:28])[CH3:27])=[O:24])[CH2:12]1. The catalyst is C(O)C. The product is [CH3:7][C:6]1[N:8]=[C:17]([C:18]([F:21])([F:20])[F:19])[C:16]2[CH2:15][CH2:14][N:13]([C:23]([O:25][C:26]([CH3:29])([CH3:27])[CH3:28])=[O:24])[CH2:12][C:11]=2[N:9]=1. The yield is 0.160. (8) The product is [I:1][C:14]1[CH:13]=[C:12]([O:11][C:10]([F:19])([F:20])[F:9])[CH:17]=[CH:16][C:15]=1[OH:18]. The yield is 0.120. The reactants are [I:1]N1C(=O)CCC1=O.[F:9][C:10]([F:20])([F:19])[O:11][C:12]1[CH:17]=[CH:16][C:15]([OH:18])=[CH:14][CH:13]=1.S(=O)(=O)(O)O. The catalyst is C(O)(=O)C.O.